From a dataset of Forward reaction prediction with 1.9M reactions from USPTO patents (1976-2016). Predict the product of the given reaction. (1) Given the reactants [F:1][CH:2]([F:21])[C@H:3]1[CH2:8][N:7](S(C2C=CC(C)=CC=2)(=O)=O)[CH2:6][C@@H:5]([OH:19])[C@@H:4]1[OH:20].C1(C)C(S([Cl:31])(=O)=O)=CC=CC=1, predict the reaction product. The product is: [ClH:31].[F:21][CH:2]([F:1])[C@H:3]1[CH2:8][NH:7][CH2:6][C@@H:5]([OH:19])[C@@H:4]1[OH:20]. (2) Given the reactants [CH3:1][S:2]([C:5]1[CH:10]=[CH:9][C:8]([C:11]23[CH2:18][CH2:17][C:14]([NH2:19])([CH2:15][CH2:16]2)[CH2:13][CH2:12]3)=[CH:7][CH:6]=1)(=[O:4])=[O:3].[C:20]([N:28]=[C:29]=[S:30])(=[O:27])[C:21]1[CH:26]=[CH:25][CH:24]=[CH:23][CH:22]=1, predict the reaction product. The product is: [C:20]([NH:28][C:29]([NH:19][C:14]12[CH2:17][CH2:18][C:11]([C:8]3[CH:7]=[CH:6][C:5]([S:2]([CH3:1])(=[O:3])=[O:4])=[CH:10][CH:9]=3)([CH2:16][CH2:15]1)[CH2:12][CH2:13]2)=[S:30])(=[O:27])[C:21]1[CH:26]=[CH:25][CH:24]=[CH:23][CH:22]=1. (3) Given the reactants CC(C[AlH]CC(C)C)C.C[O:11][C:12](=O)[C:13]1[CH:18]=[CH:17][CH:16]=[C:15]([O:19][CH:20]([C:24]2[CH:25]=[N:26][C:27]([C:33]3[C:38]([CH2:39][CH3:40])=[CH:37][CH:36]=[CH:35][C:34]=3[CH2:41][CH3:42])=[CH:28][C:29]=2[O:30][CH2:31][CH3:32])[CH2:21][CH2:22][CH3:23])[CH:14]=1.[O-]S([O-])(=O)=O.[Na+].[Na+].O, predict the reaction product. The product is: [CH2:41]([C:34]1[CH:35]=[CH:36][CH:37]=[C:38]([CH2:39][CH3:40])[C:33]=1[C:27]1[N:26]=[CH:25][C:24]([CH:20]([O:19][C:15]2[CH:14]=[C:13]([CH2:12][OH:11])[CH:18]=[CH:17][CH:16]=2)[CH2:21][CH2:22][CH3:23])=[C:29]([O:30][CH2:31][CH3:32])[CH:28]=1)[CH3:42]. (4) Given the reactants [NH2:1][C:2]1[CH:7]=[C:6]([Cl:8])[CH:5]=[CH:4][C:3]=1[S:9][CH2:10][C:11]1[CH:16]=[CH:15][N:14]=[C:13]([NH:17][C:18](=[O:24])[O:19][C:20]([CH3:23])([CH3:22])[CH3:21])[CH:12]=1.[O:25]1[C:29]2[CH:30]=[CH:31][CH:32]=[CH:33][C:28]=2[CH:27]=[C:26]1[S:34](Cl)(=[O:36])=[O:35], predict the reaction product. The product is: [O:25]1[C:29]2[CH:30]=[CH:31][CH:32]=[CH:33][C:28]=2[CH:27]=[C:26]1[S:34]([NH:1][C:2]1[CH:7]=[C:6]([Cl:8])[CH:5]=[CH:4][C:3]=1[S:9][CH2:10][C:11]1[CH:16]=[CH:15][N:14]=[C:13]([NH:17][C:18](=[O:24])[O:19][C:20]([CH3:21])([CH3:23])[CH3:22])[CH:12]=1)(=[O:36])=[O:35]. (5) The product is: [CH3:8][S:9]([C:12]1[CH:13]=[CH:14][C:15]([O:16][C:17]2[N:22]=[CH:21][N:20]=[C:19]3[N:23]([CH:26]4[CH2:27][CH2:28][N:29]([C:34](=[O:38])[CH:35]([CH3:37])[CH3:36])[CH2:30][CH2:31]4)[N:24]=[CH:25][C:18]=23)=[CH:32][CH:33]=1)(=[O:11])=[O:10]. Given the reactants FC(F)(F)C(O)=O.[CH3:8][S:9]([C:12]1[CH:33]=[CH:32][C:15]([O:16][C:17]2[N:22]=[CH:21][N:20]=[C:19]3[N:23]([CH:26]4[CH2:31][CH2:30][NH:29][CH2:28][CH2:27]4)[N:24]=[CH:25][C:18]=23)=[CH:14][CH:13]=1)(=[O:11])=[O:10].[C:34](Cl)(=[O:38])[CH:35]([CH3:37])[CH3:36], predict the reaction product.